Predict the reactants needed to synthesize the given product. From a dataset of Full USPTO retrosynthesis dataset with 1.9M reactions from patents (1976-2016). (1) Given the product [Cl:1][C:2]1[N:10]=[C:9]2[C:5]([N:6]=[CH:7][NH:8]2)=[C:4]([N:23]2[CH2:24][CH2:25][C:21]([F:26])([F:20])[CH2:22]2)[N:3]=1, predict the reactants needed to synthesize it. The reactants are: [Cl:1][C:2]1[N:10]=[C:9]2[C:5]([N:6]=[CH:7][NH:8]2)=[C:4](Cl)[N:3]=1.CCN(CC)CC.Cl.[F:20][C:21]1([F:26])[CH2:25][CH2:24][NH:23][CH2:22]1. (2) Given the product [N:29]1([C:22]([C:21]2[CH:25]=[CH:26][C:18]([C:16]3[O:17][C:13]([C:3]4[C:4]([C:7]5[CH:8]=[CH:9][CH:10]=[CH:11][CH:12]=5)=[N:5][O:6][C:2]=4[CH3:1])=[N:14][N:15]=3)=[CH:19][CH:20]=2)=[O:23])[CH:33]=[CH:32][N:31]=[CH:30]1, predict the reactants needed to synthesize it. The reactants are: [CH3:1][C:2]1[O:6][N:5]=[C:4]([C:7]2[CH:12]=[CH:11][CH:10]=[CH:9][CH:8]=2)[C:3]=1[C:13]1[O:17][C:16]([C:18]2[CH:26]=[CH:25][C:21]([C:22](O)=[O:23])=[CH:20][CH:19]=2)=[N:15][N:14]=1.C([N:29]1[CH:33]=[CH:32][N:31]=[CH:30]1)([N:29]1[CH:33]=[CH:32][N:31]=[CH:30]1)=O. (3) Given the product [Cl:1][C:2]1[CH:16]=[CH:15][C:5]([CH2:6][NH:7][C:8](=[O:14])[O:9][C:10]([CH3:13])([CH3:12])[CH3:11])=[CH:4][C:3]=1[NH:17][C:18]1[N:28]([CH3:29])[C:24]2[CH:23]=[C:22]([N:30]3[CH2:35][CH2:34][CH2:33][CH:32]([C:36]([F:38])([F:39])[F:37])[CH2:31]3)[C:21]([Cl:20])=[CH:27][C:25]=2[N:26]=1, predict the reactants needed to synthesize it. The reactants are: [Cl:1][C:2]1[CH:16]=[CH:15][C:5]([CH2:6][NH:7][C:8](=[O:14])[O:9][C:10]([CH3:13])([CH3:12])[CH3:11])=[CH:4][C:3]=1[N:17]=[C:18]=S.[Cl:20][C:21]1[C:22]([N:30]2[CH2:35][CH2:34][CH2:33][CH:32]([C:36]([F:39])([F:38])[F:37])[CH2:31]2)=[CH:23][C:24]([NH:28][CH3:29])=[C:25]([CH:27]=1)[NH2:26].C(Cl)CCl. (4) Given the product [B:1]([CH2:6][CH2:7][CH2:8][CH3:9])([CH2:10][CH2:11][CH2:12][CH3:13])[CH2:2][CH2:3][CH2:4][CH3:5].[O:14]=[O:15], predict the reactants needed to synthesize it. The reactants are: [B:1]([CH2:10][CH2:11][CH2:12][CH3:13])([CH2:6][CH2:7][CH2:8][CH3:9])[CH2:2][CH2:3][CH2:4][CH3:5].[O:14]=[O:15]. (5) Given the product [F:2][C:3]1[CH:4]=[N:5][N:6]([C:8]2([C:11](=[NH:12])[O:15][CH2:13][CH3:14])[CH2:9][CH2:10]2)[CH:7]=1, predict the reactants needed to synthesize it. The reactants are: [Na].[F:2][C:3]1[CH:4]=[N:5][N:6]([C:8]2([C:11]#[N:12])[CH2:10][CH2:9]2)[CH:7]=1.[CH2:13]([OH:15])[CH3:14]. (6) Given the product [CH:26]1([C:29]2[C:34]([C:2]#[C:1][C:3]3[CH:4]=[N:5][N:6]4[C:11]([C:12]([F:14])([F:13])[F:15])=[CH:10][C:9]([C:16]5[CH:21]=[CH:20][C:19]([C:22]([F:25])([F:24])[F:23])=[CH:18][CH:17]=5)=[N:8][C:7]=34)=[CH:33][CH:32]=[CH:31][N:30]=2)[CH2:28][CH2:27]1, predict the reactants needed to synthesize it. The reactants are: [C:1]([C:3]1[CH:4]=[N:5][N:6]2[C:11]([C:12]([F:15])([F:14])[F:13])=[CH:10][C:9]([C:16]3[CH:21]=[CH:20][C:19]([C:22]([F:25])([F:24])[F:23])=[CH:18][CH:17]=3)=[N:8][C:7]=12)#[CH:2].[CH:26]1([C:29]2[C:34](OS(C(F)(F)F)(=O)=O)=[CH:33][CH:32]=[CH:31][N:30]=2)[CH2:28][CH2:27]1. (7) Given the product [NH2:1][C:2]([NH:4][C:5]1[CH:9]=[CH:8][S:7][C:6]=1[C:10]([NH:18][C@H:19]1[CH2:25][CH2:24][CH2:23][CH2:22][N:21]([C:26]([O:28][C:29]([CH3:32])([CH3:31])[CH3:30])=[O:27])[CH2:20]1)=[O:12])=[O:3], predict the reactants needed to synthesize it. The reactants are: [NH2:1][C:2]([NH:4][C:5]1[CH:9]=[CH:8][S:7][C:6]=1[C:10]([O:12]C)=O)=[O:3].C[Al](C)C.[NH2:18][C@H:19]1[CH2:25][CH2:24][CH2:23][CH2:22][N:21]([C:26]([O:28][C:29]([CH3:32])([CH3:31])[CH3:30])=[O:27])[CH2:20]1.C([O-])(=O)C(C(C([O-])=O)O)O.[K+].[K+]. (8) Given the product [F:26][C:27]1[CH:32]=[CH:31][C:30]([CH3:33])=[CH:29][C:28]=1[C:2]1[CH:7]=[CH:6][N:5]=[CH:4][C:3]=1[N:8]([CH3:25])[C:9](=[O:24])[C:10]1[CH:15]=[C:14]([C:16]([F:19])([F:18])[F:17])[CH:13]=[C:12]([C:20]([F:23])([F:22])[F:21])[CH:11]=1, predict the reactants needed to synthesize it. The reactants are: Br[C:2]1[CH:7]=[CH:6][N:5]=[CH:4][C:3]=1[N:8]([CH3:25])[C:9](=[O:24])[C:10]1[CH:15]=[C:14]([C:16]([F:19])([F:18])[F:17])[CH:13]=[C:12]([C:20]([F:23])([F:22])[F:21])[CH:11]=1.[F:26][C:27]1[CH:32]=[CH:31][C:30]([CH3:33])=[CH:29][C:28]=1B(O)O. (9) The reactants are: [F:1][C:2]1[CH:30]=[CH:29][C:5]2[N:6]=[C:7]([NH:9][C@H:10]3[CH2:14][CH2:13][CH2:12][C@@H:11]3[NH:15]C(=O)C3C=CC=CC=3N3C=CC=N3)[S:8][C:4]=2[CH:3]=1.[F:31][C:32]1[CH:40]=[CH:39][CH:38]=[C:37]([O:41][CH3:42])[C:33]=1[C:34]([OH:36])=O.Cl.FC1C=CC2N=C(N[C@H]3CCC[C@@H]3N)SC=2C=1. Given the product [F:31][C:32]1[CH:40]=[CH:39][CH:38]=[C:37]([O:41][CH3:42])[C:33]=1[C:34]([NH:15][C@H:11]1[CH2:12][CH2:13][CH2:14][C@@H:10]1[NH:9][C:7]1[S:8][C:4]2[CH:3]=[C:2]([F:1])[CH:30]=[CH:29][C:5]=2[N:6]=1)=[O:36], predict the reactants needed to synthesize it. (10) The reactants are: [NH2:1][C:2]1[CH:3]=[N:4][CH:5]=[CH:6][CH:7]=1.[C:8](Cl)(=[O:13])[O:9][CH2:10][CH2:11][CH3:12].[OH-].[Na+]. Given the product [N:4]1[CH:5]=[CH:6][CH:7]=[C:2]([NH:1][C:8](=[O:13])[O:9][CH2:10][CH2:11][CH3:12])[CH:3]=1, predict the reactants needed to synthesize it.